This data is from Full USPTO retrosynthesis dataset with 1.9M reactions from patents (1976-2016). The task is: Predict the reactants needed to synthesize the given product. Given the product [O:22]=[C:16]1[CH:15]([N:8]2[C:7](=[O:23])[C:6]3[C:11](=[CH:12][CH:13]=[C:4]([CH2:3][NH:2][C:31](=[O:32])[C:30]4[CH:34]=[CH:35][C:27]([O:26][C:25]([F:24])([F:36])[F:37])=[CH:28][CH:29]=4)[CH:5]=3)[N:10]=[C:9]2[CH3:14])[CH2:20][CH2:19][C:18](=[O:21])[NH:17]1, predict the reactants needed to synthesize it. The reactants are: Cl.[NH2:2][CH2:3][C:4]1[CH:5]=[C:6]2[C:11](=[CH:12][CH:13]=1)[N:10]=[C:9]([CH3:14])[N:8]([CH:15]1[CH2:20][CH2:19][C:18](=[O:21])[NH:17][C:16]1=[O:22])[C:7]2=[O:23].[F:24][C:25]([F:37])([F:36])[O:26][C:27]1[CH:35]=[CH:34][C:30]([C:31](Cl)=[O:32])=[CH:29][CH:28]=1.C(N(CC)C(C)C)(C)C.